Dataset: Forward reaction prediction with 1.9M reactions from USPTO patents (1976-2016). Task: Predict the product of the given reaction. (1) Given the reactants [OH:1][C:2]1[CH:7]=[CH:6][C:5]([C@@:8]23[C@@H:17]([OH:18])[CH2:16][CH2:15][CH2:14][C@H:13]2[C@H:12]([CH3:19])[C:11]2([O:23][CH2:22][CH2:21][O:20]2)[CH2:10][CH2:9]3)=[CH:4][CH:3]=1.C(=O)([O-])[O-].[K+].[K+].[CH2:30](Br)[C:31]1[CH:36]=[CH:35][CH:34]=[CH:33][CH:32]=1, predict the reaction product. The product is: [CH2:30]([O:1][C:2]1[CH:7]=[CH:6][C:5]([C@@:8]23[C@@H:17]([OH:18])[CH2:16][CH2:15][CH2:14][C@H:13]2[C@H:12]([CH3:19])[C:11]2([O:20][CH2:21][CH2:22][O:23]2)[CH2:10][CH2:9]3)=[CH:4][CH:3]=1)[C:31]1[CH:36]=[CH:35][CH:34]=[CH:33][CH:32]=1. (2) Given the reactants BrC1C=C2C(=CC=1)C=[N+]([O-:12])C=C2.[F:13][C:14]1[CH:15]=[C:16]2[C:21](=[CH:22][C:23]=1[Cl:24])[CH:20]=[N:19][CH:18]=[CH:17]2, predict the reaction product. The product is: [F:13][C:14]1[CH:15]=[C:16]2[C:21](=[CH:22][C:23]=1[Cl:24])[CH:20]=[N+:19]([O-:12])[CH:18]=[CH:17]2. (3) Given the reactants C[O:2][C:3](=[O:16])[CH:4]([C:6]1[CH:11]=[CH:10][C:9]([C:12]([CH3:15])([CH3:14])[CH3:13])=[CH:8][CH:7]=1)[CH3:5].[OH-].[Li+], predict the reaction product. The product is: [C:12]([C:9]1[CH:8]=[CH:7][C:6]([CH:4]([CH3:5])[C:3]([OH:16])=[O:2])=[CH:11][CH:10]=1)([CH3:15])([CH3:13])[CH3:14]. (4) Given the reactants Cl.[CH3:2][C:3]1[N:4]=[C:5]([C:13]2[CH:18]=[CH:17][CH:16]=[CH:15][CH:14]=2)[N:6]2[C:11]=1[CH:10]=[N:9][C:8]([NH2:12])=[N:7]2.Br[C:20]1[CH:25]=[CH:24][C:23]([S:26]([NH2:29])(=[O:28])=[O:27])=[CH:22][CH:21]=1.C1C=CC(P(C2C=CC3C(=CC=CC=3)C=2C2C3C(=CC=CC=3)C=CC=2P(C2C=CC=CC=2)C2C=CC=CC=2)C2C=CC=CC=2)=CC=1.CC(C)([O-])C.[Na+], predict the reaction product. The product is: [CH3:2][C:3]1[N:4]=[C:5]([C:13]2[CH:14]=[CH:15][CH:16]=[CH:17][CH:18]=2)[N:6]2[C:11]=1[CH:10]=[N:9][C:8]([NH:12][C:20]1[CH:25]=[CH:24][C:23]([S:26]([NH2:29])(=[O:28])=[O:27])=[CH:22][CH:21]=1)=[N:7]2. (5) Given the reactants IP(I)I.[Br:5][C:6]1[CH:7]=[C:8]2[C:18](=[CH:19][CH:20]=1)[O:17][C:11]1[CH:12]=[N:13][C:14]([Cl:16])=[CH:15][C:10]=1[C:9]2([CH2:22][O:23][CH:24]([CH:29]1[CH2:34][CH2:33][CH2:32][CH2:31][CH2:30]1)[CH2:25][N+:26]([O-])=O)[NH2:21], predict the reaction product. The product is: [NH2:21][C:9]1([CH2:22][O:23][CH:24]([CH:29]2[CH2:34][CH2:33][CH2:32][CH2:31][CH2:30]2)[C:25]#[N:26])[C:10]2[CH:15]=[C:14]([Cl:16])[N:13]=[CH:12][C:11]=2[O:17][C:18]2[C:8]1=[CH:7][C:6]([Br:5])=[CH:20][CH:19]=2. (6) Given the reactants Br[C:2]1[CH:7]=[CH:6][C:5]([NH:8][C:9]2[O:10][C:11]3[CH:17]=[CH:16][C:15]([CH3:18])=[CH:14][C:12]=3[N:13]=2)=[CH:4][CH:3]=1.C[Si](C)(C)[CH2:21][CH2:22][O:23][C:24]([C@@H:26]1[CH2:31][CH2:30][CH2:29][CH2:28][C@H:27]1[C:32](=[O:40])[C:33]1[CH:38]=[CH:37][C:36](Br)=[CH:35][CH:34]=1)=[O:25].C([O-])(O)=O.[Na+].ClCCl, predict the reaction product. The product is: [CH2:22]([O:23][C:24]([CH:26]1[CH2:31][CH2:30][CH2:29][CH2:28][CH:27]1[C:32]([C:33]1[CH:38]=[CH:37][C:36]([C:2]2[CH:7]=[CH:6][C:5]([NH:8][C:9]3[O:10][C:11]4[CH:17]=[CH:16][C:15]([CH3:18])=[CH:14][C:12]=4[N:13]=3)=[CH:4][CH:3]=2)=[CH:35][CH:34]=1)=[O:40])=[O:25])[CH3:21]. (7) Given the reactants [NH2:1][C@H:2]([C:4]1[N:9]([C:10]2[CH:15]=[CH:14][CH:13]=[CH:12][CH:11]=2)[C:8](=[O:16])[C:7]2=[CH:17][CH:18]=[CH:19][N:6]2[N:5]=1)[CH3:3].Cl[C:21]1[C:26]([I:27])=[CH:25][N:24]=[CH:23][N:22]=1.[F-].[Cs+].C(N(CC)C(C)C)(C)C, predict the reaction product. The product is: [I:27][C:26]1[C:21]([NH:1][C@H:2]([C:4]2[N:9]([C:10]3[CH:15]=[CH:14][CH:13]=[CH:12][CH:11]=3)[C:8](=[O:16])[C:7]3=[CH:17][CH:18]=[CH:19][N:6]3[N:5]=2)[CH3:3])=[N:22][CH:23]=[N:24][CH:25]=1. (8) Given the reactants Br[C:2]1[CH:23]=[CH:22][C:5]2[C:6]3[N:7]([CH:11]=[C:12]([C:14]4[N:18]([CH:19]([CH3:21])[CH3:20])[N:17]=[CH:16][N:15]=4)[N:13]=3)[CH2:8][CH2:9][O:10][C:4]=2[CH:3]=1.P([O-])([O-])([O-])=O.[K+].[K+].[K+].[CH3:32][S:33]([C:36]1[CH:41]=[CH:40][CH:39]=[CH:38][C:37]=1B(O)O)(=[O:35])=[O:34].COC1C=CC=C(OC)C=1C1C=CC=CC=1P(C1CCCCC1)C1CCCCC1, predict the reaction product. The product is: [CH:19]([N:18]1[C:14]([C:12]2[N:13]=[C:6]3[C:5]4[CH:22]=[CH:23][C:2]([C:37]5[CH:38]=[CH:39][CH:40]=[CH:41][C:36]=5[S:33]([CH3:32])(=[O:35])=[O:34])=[CH:3][C:4]=4[O:10][CH2:9][CH2:8][N:7]3[CH:11]=2)=[N:15][CH:16]=[N:17]1)([CH3:21])[CH3:20]. (9) Given the reactants [C:1]1([C:7]2[N:8]=[CH:9][NH:10][CH:11]=2)[CH:6]=[CH:5][CH:4]=[CH:3][CH:2]=1.Cl[CH2:13][CH2:14][C:15]([NH:17][C:18]1[CH:26]=[CH:25][CH:24]=[CH:23][C:19]=1[C:20]([NH2:22])=[O:21])=O.C([O-])([O-])=O.[K+].[K+], predict the reaction product. The product is: [C:1]1([C:7]2[N:8]=[CH:9][N:10]([CH2:13][CH2:14][C:15]3[NH:22][C:20](=[O:21])[C:19]4[C:18](=[CH:26][CH:25]=[CH:24][CH:23]=4)[N:17]=3)[CH:11]=2)[CH:2]=[CH:3][CH:4]=[CH:5][CH:6]=1.